This data is from Forward reaction prediction with 1.9M reactions from USPTO patents (1976-2016). The task is: Predict the product of the given reaction. (1) Given the reactants [CH3:1][O:2][C:3]1[CH:4]=[CH:5][C:6]2[S:12][CH2:11][CH2:10][NH:9][CH2:8][C:7]=2[CH:13]=1.C(N(CC)CC)C.[Br:21][CH2:22][CH2:23][C:24](Cl)=[O:25], predict the reaction product. The product is: [Br:21][CH2:22][CH2:23][C:24]([N:9]1[CH2:8][C:7]2[CH:13]=[C:3]([O:2][CH3:1])[CH:4]=[CH:5][C:6]=2[S:12][CH2:11][CH2:10]1)=[O:25]. (2) The product is: [C:1]([C:5]1[N:6]=[C:7]2[C:12]([CH:13]=[O:14])=[CH:11][CH:10]=[CH:9][N:8]2[CH:15]=1)([CH3:4])([CH3:2])[CH3:3]. Given the reactants [C:1]([C:5]1[N:6]=[C:7]2[C:12]([CH2:13][OH:14])=[CH:11][CH:10]=[CH:9][N:8]2[CH:15]=1)([CH3:4])([CH3:3])[CH3:2].[K+].[Br-], predict the reaction product. (3) The product is: [CH2:13]([C:15]1[C:16]([C:50]([NH:57][S:54]([CH3:53])(=[O:56])=[O:55])=[O:51])=[N:17][C:18]([C:21]2[CH:26]=[CH:25][C:24]([O:27][CH3:28])=[C:23]([CH:29]3[C:30]4[C:31](=[O:48])[CH2:32][C:33]([CH3:47])([CH3:46])[CH2:34][C:35]=4[O:36][C:37]4[CH2:38][C:39]([CH3:45])([CH3:44])[CH2:40][C:41](=[O:43])[C:42]3=4)[C:22]=2[CH3:49])=[CH:19][CH:20]=1)[CH3:14]. Given the reactants C(N1C=CN=C1)(N1C=CN=C1)=O.[CH2:13]([C:15]1[C:16]([C:50](O)=[O:51])=[N:17][C:18]([C:21]2[CH:26]=[CH:25][C:24]([O:27][CH3:28])=[C:23]([CH:29]3[C:42]4[C:41](=[O:43])[CH2:40][C:39]([CH3:45])([CH3:44])[CH2:38][C:37]=4[O:36][C:35]4[CH2:34][C:33]([CH3:47])([CH3:46])[CH2:32][C:31](=[O:48])[C:30]3=4)[C:22]=2[CH3:49])=[CH:19][CH:20]=1)[CH3:14].[CH3:53][S:54]([NH2:57])(=[O:56])=[O:55].N12CCCN=C1CCCCC2.C(O)(=O)CC(CC(O)=O)(C(O)=O)O, predict the reaction product. (4) Given the reactants [Cl:1][C:2]1[C:3]([NH:12][C:13]2[CH:17]=[C:16]([O:18][CH:19]([CH3:21])[CH3:20])[NH:15][N:14]=2)=[N:4][C:5](Cl)=[C:6]([N+:8]([O-:10])=[O:9])[CH:7]=1.[F:22][C:23]1[CH:28]=[CH:27][C:26]([C@@H:29]([NH2:31])[CH3:30])=[CH:25][CH:24]=1.CCN(C(C)C)C(C)C, predict the reaction product. The product is: [Cl:1][C:2]1[C:3]([NH:12][C:13]2[CH:17]=[C:16]([O:18][CH:19]([CH3:21])[CH3:20])[NH:15][N:14]=2)=[N:4][C:5]([NH:31][C@H:29]([C:26]2[CH:27]=[CH:28][C:23]([F:22])=[CH:24][CH:25]=2)[CH3:30])=[C:6]([N+:8]([O-:10])=[O:9])[CH:7]=1. (5) Given the reactants [CH3:1][C:2]1[N:3]=[C:4]([C:21]([O:23]CC)=[O:22])[S:5][C:6]=1[CH2:7][C:8]1[CH:13]=[CH:12][CH:11]=[C:10]([N:14]2[CH2:19][CH2:18][N:17]([CH3:20])[CH2:16][CH2:15]2)[CH:9]=1.O[Li].O, predict the reaction product. The product is: [CH3:1][C:2]1[N:3]=[C:4]([C:21]([OH:23])=[O:22])[S:5][C:6]=1[CH2:7][C:8]1[CH:13]=[CH:12][CH:11]=[C:10]([N:14]2[CH2:15][CH2:16][N:17]([CH3:20])[CH2:18][CH2:19]2)[CH:9]=1. (6) Given the reactants [CH3:1][O:2][C:3]1[CH:4]=[C:5]2[C:10](=[CH:11][C:12]=1[O:13][CH3:14])[N:9]=[CH:8][CH:7]=[C:6]2[O:15][C:16]1[C:22]([CH3:23])=[CH:21][C:19]([NH2:20])=[C:18]([CH3:24])[CH:17]=1.[C:25]1(C)C=CC=CC=1.C(N([CH2:37][CH3:38])CC)C.ClC(Cl)(O[C:43](=[O:49])[O:44][C:45](Cl)(Cl)Cl)Cl.COC1C=[C:55]([CH:58]=[C:59]([O:61][CH3:62])C=1)[CH2:56][OH:57], predict the reaction product. The product is: [CH3:1][O:2][C:3]1[CH:4]=[C:5]2[C:10](=[CH:11][C:12]=1[O:13][CH3:14])[N:9]=[CH:8][CH:7]=[C:6]2[O:15][C:16]1[C:22]([CH3:23])=[CH:21][C:19]([NH:20][C:43](=[O:49])[O:44][CH2:45][C:38]2[CH:37]=[C:59]([O:61][CH3:62])[CH:58]=[CH:55][C:56]=2[O:57][CH3:25])=[C:18]([CH3:24])[CH:17]=1. (7) Given the reactants O.ON1C2C=CC=CC=2N=N1.C(N(CC)CC)C.[C:19]([C:21]([C:33]1[CH:38]=[CH:37][CH:36]=[CH:35][CH:34]=1)([C:27]1[CH:32]=[CH:31][CH:30]=[CH:29][CH:28]=1)[CH2:22][CH2:23][C:24](O)=[O:25])#[N:20].Cl.[O:40]([CH:47]1[CH2:52][CH2:51][NH:50][CH2:49][CH2:48]1)[C:41]1[CH:46]=[CH:45][CH:44]=[CH:43][CH:42]=1.Cl.CN(C)CCCN=C=NCC, predict the reaction product. The product is: [O:25]=[C:24]([N:50]1[CH2:51][CH2:52][CH:47]([O:40][C:41]2[CH:46]=[CH:45][CH:44]=[CH:43][CH:42]=2)[CH2:48][CH2:49]1)[CH2:23][CH2:22][C:21]([C:27]1[CH:32]=[CH:31][CH:30]=[CH:29][CH:28]=1)([C:33]1[CH:38]=[CH:37][CH:36]=[CH:35][CH:34]=1)[C:19]#[N:20]. (8) Given the reactants [CH:1]1([NH:4][C:5](=[O:36])[NH:6][C:7]2[CH:12]=[CH:11][C:10]([C:13]3[N:14]=[C:15]([N:29]4[CH2:34][CH2:33][O:32][CH2:31][CH2:30]4)[C:16]4[CH2:21][N:20]([C:22]([O:24][C:25](C)(C)C)=[O:23])[CH2:19][C:17]=4[N:18]=3)=[C:9]([F:35])[CH:8]=2)[CH2:3][CH2:2]1.Cl[C:38]1N=C(N2CCOC[C@@H]2C)C2CN(C(OC)=O)CC=2N=1.C1(NC(NC2C=CC(B3OC(C)(C)C(C)(C)O3)=C(F)C=2)=O)CC1, predict the reaction product. The product is: [CH:1]1([NH:4][C:5](=[O:36])[NH:6][C:7]2[CH:12]=[CH:11][C:10]([C:13]3[N:14]=[C:15]([N:29]4[CH2:30][CH2:31][O:32][CH2:33][C@@H:34]4[CH3:38])[C:16]4[CH2:21][N:20]([C:22]([O:24][CH3:25])=[O:23])[CH2:19][C:17]=4[N:18]=3)=[C:9]([F:35])[CH:8]=2)[CH2:2][CH2:3]1. (9) Given the reactants [Cl:1][C:2]1[S:6][C:5]([S:7]([NH:10][C@H:11]([CH2:15][CH:16]2[CH2:18][CH2:17]2)[C:12]([NH2:14])=[O:13])(=[O:9])=[O:8])=[CH:4][CH:3]=1.[Br:19][C:20]1[C:27]([F:28])=[CH:26][C:23]([CH2:24]Br)=[C:22]([F:29])[CH:21]=1.C([O-])([O-])=O.[Cs+].[Cs+], predict the reaction product. The product is: [Br:19][C:20]1[C:27]([F:28])=[CH:26][C:23]([CH2:24][N:10]([C@H:11]([CH2:15][CH:16]2[CH2:17][CH2:18]2)[C:12]([NH2:14])=[O:13])[S:7]([C:5]2[S:6][C:2]([Cl:1])=[CH:3][CH:4]=2)(=[O:8])=[O:9])=[C:22]([F:29])[CH:21]=1. (10) The product is: [CH2:15]([N:1]1[C:5]2[CH:6]=[CH:7][C:8]([C:10]([OH:12])=[O:11])=[CH:9][C:4]=2[N:3]=[N:2]1)[CH:14]=[CH2:13]. Given the reactants [N:1]1[C:5]2=[CH:6][CH:7]=[C:8]([C:10]([OH:12])=[O:11])[CH2:9][C:4]2=[N:3][N:2]=1.[CH2:13](Br)[CH:14]=[CH2:15].C(=O)([O-])[O-].[K+].[K+], predict the reaction product.